Dataset: Catalyst prediction with 721,799 reactions and 888 catalyst types from USPTO. Task: Predict which catalyst facilitates the given reaction. (1) Reactant: Br[CH2:2][C:3]1[CH:4]=[CH:5][CH:6]=[C:7]2[C:11]=1[N:10]([C:12]([O:14][C:15]([CH3:18])([CH3:17])[CH3:16])=[O:13])[CH:9]=[CH:8]2.[CH3:19][S-:20].[Na+].O. Product: [C:15]([O:14][C:12]([N:10]1[C:11]2[C:7](=[CH:6][CH:5]=[CH:4][C:3]=2[CH2:2][S:20][CH3:19])[CH:8]=[CH:9]1)=[O:13])([CH3:18])([CH3:17])[CH3:16]. The catalyst class is: 9. (2) Reactant: [O:1]1[CH2:5][CH2:4][CH:3]([CH2:6][OH:7])[CH2:2]1.C(N(CC)CC)C.[CH3:15][S:16](Cl)(=[O:18])=[O:17]. Product: [CH3:15][S:16]([O:7][CH2:6][CH:3]1[CH2:4][CH2:5][O:1][CH2:2]1)(=[O:18])=[O:17]. The catalyst class is: 1.